This data is from Forward reaction prediction with 1.9M reactions from USPTO patents (1976-2016). The task is: Predict the product of the given reaction. (1) Given the reactants [CH3:1][O:2][C:3]1[CH:8]=[CH:7][CH:6]=[C:5]([O:9][CH3:10])[C:4]=1[CH3:11].[Br-:12].[Br-].O1CCOCC1.O, predict the reaction product. The product is: [Br:12][C:8]1[C:3]([O:2][CH3:1])=[C:4]([CH3:11])[C:5]([O:9][CH3:10])=[CH:6][CH:7]=1. (2) The product is: [C:1]([O:5][C:6]([N:8]1[CH2:13][CH2:12][C:11](=[C:53]([C:52]2[CH:36]=[CH:35][CH:34]=[CH:55][CH:51]=2)[C:19]2[N:20]=[CH:21][N:22]([CH3:24])[CH:23]=2)[CH2:10][CH2:9]1)=[O:7])([CH3:4])([CH3:2])[CH3:3]. Given the reactants [C:1]([O:5][C:6]([N:8]1[CH2:13][CH2:12][CH2:11][CH2:10][CH2:9]1)=[O:7])([CH3:4])([CH3:3])[CH3:2].C([Sn](CCCC)(CCCC)[C:19]1[N:20]=[CH:21][N:22]([CH3:24])[CH:23]=1)CCC.O1C=[CH:36][CH:35]=[C:34]1P(C1OC=CC=1)C1OC=CC=1.[F-].[K+].[CH2:51]1[CH2:55]O[CH2:53][CH2:52]1, predict the reaction product. (3) Given the reactants [F:1][C:2]([F:9])([F:8])[C:3]([O:5]CC)=O.C[O-].[Na+].[CH3:13][C:14]([C:16]1[CH:21]=[CH:20][C:19]([F:22])=[CH:18][CH:17]=1)=[O:15], predict the reaction product. The product is: [F:9][C:2]([F:1])([F:8])[C:3](=[O:5])[CH2:13][C:14]([C:16]1[CH:21]=[CH:20][C:19]([F:22])=[CH:18][CH:17]=1)=[O:15]. (4) Given the reactants [N:1]1[C:10]2[C:5](=[CH:6][CH:7]=[CH:8][C:9]=2[OH:11])[CH:4]=[CH:3][CH:2]=1.O[C@H:13]([CH3:18])[C:14]([O:16][CH3:17])=[O:15].C1C=CC(P(C2C=CC=CC=2)C2C=CC=CC=2)=CC=1.CCOC(/N=N/C(OCC)=O)=O.Cl, predict the reaction product. The product is: [N:1]1[C:10]2[C:5](=[CH:6][CH:7]=[CH:8][C:9]=2[O:11][C@@H:13]([CH3:18])[C:14]([O:16][CH3:17])=[O:15])[CH:4]=[CH:3][CH:2]=1. (5) Given the reactants [Cl:1][C:2]1[CH:7]=[CH:6][C:5]([C:8]([CH3:16])([CH3:15])[CH2:9][C:10]([O:12][CH2:13][CH3:14])=[O:11])=[CH:4][CH:3]=1.F[B-](F)(F)F.[O:22]=[N+:23]=[O:24].O, predict the reaction product. The product is: [Cl:1][C:2]1[CH:3]=[CH:4][C:5]([C:8]([CH3:15])([CH3:16])[CH2:9][C:10]([O:12][CH2:13][CH3:14])=[O:11])=[CH:6][C:7]=1[N+:23]([O-:24])=[O:22]. (6) Given the reactants [CH3:1][O:2][C:3]1[CH:4]=[CH:5][C:6]2[N:7]([C:9]([CH2:12][C:13]3[CH:23]=[CH:22][C:16]4[N:17]=[C:18]([S:20][CH3:21])[S:19][C:15]=4[CH:14]=3)=[CH:10][N:11]=2)[N:8]=1.C1C=C(Cl)C=C(C(OO)=[O:32])C=1.[O-]S([O-])=O.[Na+].[Na+], predict the reaction product. The product is: [CH3:1][O:2][C:3]1[CH:4]=[CH:5][C:6]2[N:7]([C:9]([CH2:12][C:13]3[CH:23]=[CH:22][C:16]4[N:17]=[C:18]([S:20]([CH3:21])=[O:32])[S:19][C:15]=4[CH:14]=3)=[CH:10][N:11]=2)[N:8]=1.